Dataset: Peptide-MHC class II binding affinity with 134,281 pairs from IEDB. Task: Regression. Given a peptide amino acid sequence and an MHC pseudo amino acid sequence, predict their binding affinity value. This is MHC class II binding data. The peptide sequence is APEDKYEAFVLHFSE. The MHC is HLA-DQA10101-DQB10501 with pseudo-sequence HLA-DQA10101-DQB10501. The binding affinity (normalized) is 0.656.